The task is: Predict the product of the given reaction.. This data is from Forward reaction prediction with 1.9M reactions from USPTO patents (1976-2016). (1) The product is: [Br:34][C:35]1[CH:36]=[CH:37][C:38]([C:41]([N:43]=[C:44]=[S:45])=[O:42])=[CH:39][CH:40]=1.[Br:34][C:35]1[CH:40]=[CH:39][C:38]([C:41]([NH:43][C:44]([NH:30][C:29]2[CH:31]=[CH:32][C:26]([O:25][C:16]3[C:15]4[C:20](=[CH:21][C:22]([O:23][CH3:24])=[C:13]([O:12][CH3:11])[CH:14]=4)[N:19]=[CH:18][CH:17]=3)=[C:27]([F:33])[CH:28]=2)=[S:45])=[O:42])=[CH:37][CH:36]=1. Given the reactants BrC1C=CC(C(Cl)=O)=CC=1.[CH3:11][O:12][C:13]1[CH:14]=[C:15]2[C:20](=[CH:21][C:22]=1[O:23][CH3:24])[N:19]=[CH:18][CH:17]=[C:16]2[O:25][C:26]1[CH:32]=[CH:31][C:29]([NH2:30])=[CH:28][C:27]=1[F:33].[Br:34][C:35]1[CH:40]=[CH:39][C:38]([C:41]([N:43]=[C:44]=[S:45])=[O:42])=[CH:37][CH:36]=1, predict the reaction product. (2) Given the reactants NC1(C2C=CC(C3C(=O)C4C(=CC=C(F)C=4)OC=3C3C=CC=CC=3)=CC=2)CCC1.C(OC(=O)[NH:36][C:37]1([C:41]2[CH:46]=[CH:45][C:44]([C:47]3[C:48](=[O:67])[C:49]4[C:50]([O:59][C:60]=3[C:61]3[CH:66]=[CH:65][CH:64]=[CH:63][CH:62]=3)=[C:51]3[C:55](=[CH:56][CH:57]=4)[N:54]([CH3:58])[N:53]=[CH:52]3)=[CH:43][CH:42]=2)[CH2:40][CH2:39][CH2:38]1)(C)(C)C, predict the reaction product. The product is: [NH2:36][C:37]1([C:41]2[CH:46]=[CH:45][C:44]([C:47]3[C:48](=[O:67])[C:49]4[C:50]([O:59][C:60]=3[C:61]3[CH:62]=[CH:63][CH:64]=[CH:65][CH:66]=3)=[C:51]3[C:55](=[CH:56][CH:57]=4)[N:54]([CH3:58])[N:53]=[CH:52]3)=[CH:43][CH:42]=2)[CH2:38][CH2:39][CH2:40]1. (3) Given the reactants [CH3:1][NH2:2].C[O:4][C:5]([C@@H:7]1[O:11][C:10](=[O:12])[N:9]([C:13]2[CH:14]=[C:15]3[C:19](=[CH:20][CH:21]=2)[N:18]([CH:22]([CH3:24])[CH3:23])[C:17](=[O:25])[CH2:16]3)[CH2:8]1)=O, predict the reaction product. The product is: [CH3:1][NH:2][C:5]([C@@H:7]1[O:11][C:10](=[O:12])[N:9]([C:13]2[CH:14]=[C:15]3[C:19](=[CH:20][CH:21]=2)[N:18]([CH:22]([CH3:24])[CH3:23])[C:17](=[O:25])[CH2:16]3)[CH2:8]1)=[O:4]. (4) Given the reactants O=[C:2]1[C:11]2[C:6](=[CH:7][CH:8]=[CH:9][CH:10]=2)[O:5][C@@H:4]([C:12]2[CH:21]=[CH:20][C:15]([C:16]([O:18][CH3:19])=[O:17])=[CH:14][CH:13]=2)[CH2:3]1.C([O-])(=O)C.[Na+].[CH3:27][O:28][NH2:29].Cl, predict the reaction product. The product is: [CH3:27][O:28][N:29]=[C:2]1[C:11]2[C:6](=[CH:7][CH:8]=[CH:9][CH:10]=2)[O:5][C@@H:4]([C:12]2[CH:21]=[CH:20][C:15]([C:16]([O:18][CH3:19])=[O:17])=[CH:14][CH:13]=2)[CH2:3]1. (5) The product is: [Cl:7][C:8]1[CH:9]=[CH:10][C:11]([S:63][C:59]2[CH:60]=[CH:61][CH:62]=[C:57]([F:56])[CH:58]=2)=[C:12]([O:14][CH3:15])[CH:13]=1. Given the reactants CC([O-])(C)C.[K+].[Cl:7][C:8]1[CH:9]=[CH:10][C:11](I)=[C:12]([O:14][CH3:15])[CH:13]=1.C1C=CC(P(C2C(OC3C(P(C4C=CC=CC=4)C4C=CC=CC=4)=CC=CC=3)=CC=CC=2)C2C=CC=CC=2)=CC=1.[F:56][C:57]1[CH:58]=[C:59]([SH:63])[CH:60]=[CH:61][CH:62]=1, predict the reaction product. (6) The product is: [CH2:20]([O:22][C:23](=[O:38])[C:24]1[CH:25]=[CH:26][C:27]([CH2:30][C:31]2[O:35][N:34]=[C:33]([CH2:36][O:37][C:45]3[CH:44]=[CH:43][C:42]([C:47](=[O:49])[CH3:48])=[C:41]([OH:50])[C:40]=3[Cl:39])[N:32]=2)=[CH:28][CH:29]=1)[CH3:21]. Given the reactants C1C=CC(P(C2C=CC=CC=2)C2C=CC=CC=2)=CC=1.[CH2:20]([O:22][C:23](=[O:38])[C:24]1[CH:29]=[CH:28][C:27]([CH2:30][C:31]2[O:35][N:34]=[C:33]([CH2:36][OH:37])[N:32]=2)=[CH:26][CH:25]=1)[CH3:21].[Cl:39][C:40]1[C:41]([OH:50])=[C:42]([C:47](=[O:49])[CH3:48])[CH:43]=[CH:44][C:45]=1O.N(C(OC(C)C)=O)=NC(OC(C)C)=O, predict the reaction product. (7) Given the reactants ClC(Cl)(Cl)[C:3]([C:5]1[N:14]2[C:8]([CH2:9][N:10]([C:19]([C:21]3[CH:26]=[CH:25][C:24]([C:27]4[CH:32]=[CH:31][CH:30]=[CH:29][C:28]=4[CH3:33])=[C:23]([O:34][CH3:35])[CH:22]=3)=[O:20])[C:11]3[CH:18]=[CH:17][CH:16]=[CH:15][C:12]=3[CH2:13]2)=[CH:7][CH:6]=1)=[O:4].[C:38]1([CH:44]([C:47]2[CH:52]=[CH:51][CH:50]=[CH:49][CH:48]=2)[CH2:45][NH2:46])[CH:43]=[CH:42][CH:41]=[CH:40][CH:39]=1, predict the reaction product. The product is: [C:47]1([CH:44]([C:38]2[CH:39]=[CH:40][CH:41]=[CH:42][CH:43]=2)[CH2:45][NH:46][C:3]([C:5]2[N:14]3[C:8]([CH2:9][N:10]([C:19]([C:21]4[CH:26]=[CH:25][C:24]([C:27]5[CH:32]=[CH:31][CH:30]=[CH:29][C:28]=5[CH3:33])=[C:23]([O:34][CH3:35])[CH:22]=4)=[O:20])[C:11]4[CH:18]=[CH:17][CH:16]=[CH:15][C:12]=4[CH2:13]3)=[CH:7][CH:6]=2)=[O:4])[CH:48]=[CH:49][CH:50]=[CH:51][CH:52]=1. (8) Given the reactants [CH3:1][O:2][C:3]1[CH:10]=[C:9]([O:11][CH3:12])[C:8]([C:13]2[S:14][CH:15]=[CH:16][N:17]=2)=[CH:7][C:4]=1[CH:5]=O.[C:18]([C:21]1[CH:29]=[CH:28][C:24]([C:25]([OH:27])=[O:26])=[CH:23][CH:22]=1)(=[O:20])[CH3:19], predict the reaction product. The product is: [CH3:1][O:2][C:3]1[CH:10]=[C:9]([O:11][CH3:12])[C:8]([C:13]2[S:14][CH:15]=[CH:16][N:17]=2)=[CH:7][C:4]=1/[CH:5]=[CH:19]/[C:18]([C:21]1[CH:29]=[CH:28][C:24]([C:25]([OH:27])=[O:26])=[CH:23][CH:22]=1)=[O:20]. (9) The product is: [C:1]([O:5][C:6](=[O:17])[NH:7][C@H:8]([CH:11]([OH:16])[C:12]1[N:15]=[C:26]([C:20]2[CH:21]=[CH:22][S:18][CH:19]=2)[O:14][N:13]=1)[CH2:9][CH3:10])([CH3:2])([CH3:3])[CH3:4]. Given the reactants [C:1]([O:5][C:6](=[O:17])[NH:7][C@H:8]([CH:11]([OH:16])[C:12](=[NH:15])[NH:13][OH:14])[CH2:9][CH3:10])([CH3:4])([CH3:3])[CH3:2].[S:18]1[CH:22]=[CH:21][CH:20]=[C:19]1C(Cl)=O.[CH2:26](N(CC)CC)C, predict the reaction product.